From a dataset of NCI-60 drug combinations with 297,098 pairs across 59 cell lines. Regression. Given two drug SMILES strings and cell line genomic features, predict the synergy score measuring deviation from expected non-interaction effect. (1) Drug 1: CN1C(=O)N2C=NC(=C2N=N1)C(=O)N. Synergy scores: CSS=3.62, Synergy_ZIP=-3.23, Synergy_Bliss=-4.41, Synergy_Loewe=-13.0, Synergy_HSA=-7.00. Cell line: TK-10. Drug 2: CCC1=C2CN3C(=CC4=C(C3=O)COC(=O)C4(CC)O)C2=NC5=C1C=C(C=C5)O. (2) Drug 1: C1=NC2=C(N1)C(=S)N=CN2. Drug 2: CCCCCOC(=O)NC1=NC(=O)N(C=C1F)C2C(C(C(O2)C)O)O. Cell line: M14. Synergy scores: CSS=0.616, Synergy_ZIP=0.607, Synergy_Bliss=-0.200, Synergy_Loewe=-1.44, Synergy_HSA=-1.80. (3) Drug 1: C1=CC(=C2C(=C1NCCNCCO)C(=O)C3=C(C=CC(=C3C2=O)O)O)NCCNCCO. Drug 2: CN(C(=O)NC(C=O)C(C(C(CO)O)O)O)N=O. Cell line: DU-145. Synergy scores: CSS=60.6, Synergy_ZIP=-1.89, Synergy_Bliss=-1.21, Synergy_Loewe=-64.0, Synergy_HSA=-0.343. (4) Drug 1: CNC(=O)C1=CC=CC=C1SC2=CC3=C(C=C2)C(=NN3)C=CC4=CC=CC=N4. Drug 2: CC12CCC3C(C1CCC2OP(=O)(O)O)CCC4=C3C=CC(=C4)OC(=O)N(CCCl)CCCl.[Na+]. Cell line: 786-0. Synergy scores: CSS=2.71, Synergy_ZIP=1.24, Synergy_Bliss=2.51, Synergy_Loewe=1.86, Synergy_HSA=1.90. (5) Drug 1: CN1C2=C(C=C(C=C2)N(CCCl)CCCl)N=C1CCCC(=O)O.Cl. Drug 2: C1C(C(OC1N2C=NC3=C2NC=NCC3O)CO)O. Cell line: 786-0. Synergy scores: CSS=3.89, Synergy_ZIP=-1.52, Synergy_Bliss=-0.750, Synergy_Loewe=-1.97, Synergy_HSA=-1.66. (6) Drug 1: CC1=C(C=C(C=C1)NC(=O)C2=CC=C(C=C2)CN3CCN(CC3)C)NC4=NC=CC(=N4)C5=CN=CC=C5. Drug 2: CCC1(CC2CC(C3=C(CCN(C2)C1)C4=CC=CC=C4N3)(C5=C(C=C6C(=C5)C78CCN9C7C(C=CC9)(C(C(C8N6C)(C(=O)OC)O)OC(=O)C)CC)OC)C(=O)OC)O.OS(=O)(=O)O. Cell line: SNB-19. Synergy scores: CSS=10.0, Synergy_ZIP=-0.921, Synergy_Bliss=2.58, Synergy_Loewe=3.57, Synergy_HSA=3.44. (7) Drug 1: C1CC(=O)NC(=O)C1N2CC3=C(C2=O)C=CC=C3N. Drug 2: CC1C(C(CC(O1)OC2CC(CC3=C2C(=C4C(=C3O)C(=O)C5=CC=CC=C5C4=O)O)(C(=O)C)O)N)O. Cell line: MOLT-4. Synergy scores: CSS=33.7, Synergy_ZIP=3.76, Synergy_Bliss=-0.613, Synergy_Loewe=-23.8, Synergy_HSA=-1.35. (8) Drug 1: C1CCN(CC1)CCOC2=CC=C(C=C2)C(=O)C3=C(SC4=C3C=CC(=C4)O)C5=CC=C(C=C5)O. Drug 2: CC12CCC3C(C1CCC2=O)CC(=C)C4=CC(=O)C=CC34C. Cell line: MDA-MB-231. Synergy scores: CSS=38.2, Synergy_ZIP=2.89, Synergy_Bliss=1.61, Synergy_Loewe=-0.175, Synergy_HSA=-0.874. (9) Drug 1: C1=CC(=CC=C1CCCC(=O)O)N(CCCl)CCCl. Drug 2: C1=NC(=NC(=O)N1C2C(C(C(O2)CO)O)O)N. Cell line: CAKI-1. Synergy scores: CSS=50.0, Synergy_ZIP=-13.0, Synergy_Bliss=-10.3, Synergy_Loewe=-36.7, Synergy_HSA=-5.70.